Dataset: Catalyst prediction with 721,799 reactions and 888 catalyst types from USPTO. Task: Predict which catalyst facilitates the given reaction. (1) Reactant: [CH2:1]([N:8]1[C:12]2[CH:13]=[C:14]([N+:21]([O-])=O)[C:15]3[N:16]([C:17]([CH3:20])=[N:18][N:19]=3)[C:11]=2[CH:10]=[C:9]1[CH3:24])[C:2]1[CH:7]=[CH:6][CH:5]=[CH:4][CH:3]=1. The catalyst class is: 541. Product: [CH2:1]([N:8]1[C:12]2[CH:13]=[C:14]([NH2:21])[C:15]3[N:16]([C:17]([CH3:20])=[N:18][N:19]=3)[C:11]=2[CH:10]=[C:9]1[CH3:24])[C:2]1[CH:3]=[CH:4][CH:5]=[CH:6][CH:7]=1. (2) Reactant: [H-].[Na+].[Cl:3][C:4]1[CH:9]=[C:8]([NH:10][C:11]2[CH:12]=[N:13][CH:14]=[N:15][CH:16]=2)[CH:7]=[C:6]([Cl:17])[N:5]=1.[CH3:18]I. Product: [Cl:17][C:6]1[CH:7]=[C:8]([N:10]([CH3:18])[C:11]2[CH:16]=[N:15][CH:14]=[N:13][CH:12]=2)[CH:9]=[C:4]([Cl:3])[N:5]=1. The catalyst class is: 49.